From a dataset of Acute oral toxicity (LD50) regression data from Zhu et al.. Regression/Classification. Given a drug SMILES string, predict its toxicity properties. Task type varies by dataset: regression for continuous values (e.g., LD50, hERG inhibition percentage) or binary classification for toxic/non-toxic outcomes (e.g., AMES mutagenicity, cardiotoxicity, hepatotoxicity). Dataset: ld50_zhu. The compound is CCOc1ccc(Cl)cc1C(CN1CCCCC1)C(C)CC. The rat oral LD50 is 2.86, given as -log10 of the dose in mol/kg body weight (higher means more acutely toxic).